From a dataset of Forward reaction prediction with 1.9M reactions from USPTO patents (1976-2016). Predict the product of the given reaction. (1) Given the reactants [CH:1]1[C:13]2[CH2:12][C:11]3[C:6](=[CH:7][CH:8]=[CH:9][CH:10]=3)[C:5]=2[CH:4]=[CH:3][CH:2]=1.S(=O)(=O)(O)O.II.[I:21](O)(=O)=O, predict the reaction product. The product is: [I:21][C:9]1[CH:8]=[CH:7][C:6]2[C:5]3[C:13](=[CH:1][CH:2]=[CH:3][CH:4]=3)[CH2:12][C:11]=2[CH:10]=1. (2) Given the reactants C(OC([N:8]1[CH2:12][CH2:11][C@@H:10]2[CH2:13][N:14]([C:16]([O:18][CH2:19][C:20]3[CH:25]=[CH:24][CH:23]=[CH:22][CH:21]=3)=[O:17])[CH2:15][C@H:9]12)=O)(C)(C)C.FC(F)(F)C(O)=O, predict the reaction product. The product is: [CH2:19]([O:18][C:16]([N:14]1[CH2:13][C@@H:10]2[C@@H:9]([NH:8][CH2:12][CH2:11]2)[CH2:15]1)=[O:17])[C:20]1[CH:21]=[CH:22][CH:23]=[CH:24][CH:25]=1.